Dataset: Catalyst prediction with 721,799 reactions and 888 catalyst types from USPTO. Task: Predict which catalyst facilitates the given reaction. (1) Reactant: [H-].[Na+].[C:3]([N:22]1[CH:26]=[C:25]([CH2:27][OH:28])[N:24]=[CH:23]1)([C:16]1[CH:21]=[CH:20][CH:19]=[CH:18][CH:17]=1)([C:10]1[CH:15]=[CH:14][CH:13]=[CH:12][CH:11]=1)[C:4]1[CH:9]=[CH:8][CH:7]=[CH:6][CH:5]=1.[O:29]1[CH2:31][CH:30]1[C:32]1[CH:39]=[CH:38][C:35]([C:36]#[N:37])=[CH:34][CH:33]=1. Product: [OH:29][CH:30]([C:32]1[CH:39]=[CH:38][C:35]([C:36]#[N:37])=[CH:34][CH:33]=1)[CH2:31][O:28][CH2:27][C:25]1[N:24]=[CH:23][N:22]([C:3]([C:16]2[CH:17]=[CH:18][CH:19]=[CH:20][CH:21]=2)([C:10]2[CH:11]=[CH:12][CH:13]=[CH:14][CH:15]=2)[C:4]2[CH:9]=[CH:8][CH:7]=[CH:6][CH:5]=2)[CH:26]=1. The catalyst class is: 9. (2) Reactant: [Br:1][C:2]1[CH:7]=[C:6]([O:8][CH3:9])[C:5]([OH:10])=[C:4]([CH2:11][CH2:12][OH:13])[CH:3]=1.F[C:15](F)(F)C(O)=O.C(C1C=CC(NC(C2C=C(OC)C(OC)=CC=2F)C2NC(=O)N(C3C=CC=CC=3C(O)=O)N=2)=CC=1)(=N)N.C[Si]([N-][Si](C)(C)C)(C)C.[Na+].BrCCl.[Cl-].[NH4+]. Product: [Br:1][C:2]1[CH:7]=[C:6]([O:8][CH3:9])[C:5]2[O:10][CH2:15][O:13][CH2:12][CH2:11][C:4]=2[CH:3]=1. The catalyst class is: 39.